From a dataset of Reaction yield outcomes from USPTO patents with 853,638 reactions. Predict the reaction yield, written as a fraction of the theoretical maximum amount of product (1.0 means a 100% yield; for example, 0.34 means a 34% yield). (1) The catalyst is CN(C)C=O.C(OCC)(=O)C.C1C=CC(P(C2C=CC=CC=2)[C-]2C=CC=C2)=CC=1.C1C=CC(P(C2C=CC=CC=2)[C-]2C=CC=C2)=CC=1.Cl[Pd]Cl.[Fe+2]. The yield is 0.820. The reactants are Br[C:2]1[N:3]=[CH:4][N:5]([CH2:12][O:13][CH2:14][CH2:15][Si:16]([CH3:19])([CH3:18])[CH3:17])[C:6]=1[C:7]([O:9][CH2:10][CH3:11])=[O:8].[C:20]([C:22]1[CH:27]=[CH:26][C:25](B(O)O)=[CH:24][CH:23]=1)#[N:21].C(Cl)Cl.C(=O)([O-])[O-].[K+].[K+]. The product is [C:20]([C:22]1[CH:27]=[CH:26][C:25]([C:2]2[N:3]=[CH:4][N:5]([CH2:12][O:13][CH2:14][CH2:15][Si:16]([CH3:19])([CH3:18])[CH3:17])[C:6]=2[C:7]([O:9][CH2:10][CH3:11])=[O:8])=[CH:24][CH:23]=1)#[N:21]. (2) The reactants are [NH2:1][C:2]1[N:10]=[CH:9][N:8]=[C:7]2[C:3]=1[N:4]=[CH:5][N:6]2[C@H:11]1[C@@H:15]2[O:16][C:17]([CH3:20])([CH3:19])[O:18][C@@H:14]2[C@@H:13]([CH2:21][N:22]([CH3:32])[CH:23]2[CH2:26][CH:25]([CH2:27][CH2:28][C:29]([OH:31])=O)[CH2:24]2)[O:12]1.CN(C(ON1N=NC2C=CC=NC1=2)=[N+](C)C)C.F[P-](F)(F)(F)(F)F.C1C=NC2N(O)N=NC=2C=1.[F:67][C:68]([F:79])([F:78])[O:69][C:70]1[CH:71]=[C:72]([NH2:77])[C:73]([NH2:76])=[CH:74][CH:75]=1. The catalyst is C(Cl)Cl. The product is [NH2:77][C:72]1[CH:71]=[C:70]([O:69][C:68]([F:67])([F:78])[F:79])[CH:75]=[CH:74][C:73]=1[NH:76][C:29](=[O:31])[CH2:28][CH2:27][CH:25]1[CH2:26][CH:23]([N:22]([CH2:21][C@@H:13]2[C@@H:14]3[C@@H:15]([O:16][C:17]([CH3:20])([CH3:19])[O:18]3)[C@H:11]([N:6]3[CH:5]=[N:4][C:3]4[C:7]3=[N:8][CH:9]=[N:10][C:2]=4[NH2:1])[O:12]2)[CH3:32])[CH2:24]1. The yield is 0.600. (3) The reactants are [Br:1][C:2]1[CH:3]=[C:4]([CH2:8][N:9](C(OC(C)(C)C)=O)C(OC(C)(C)C)=O)[CH:5]=[N:6][CH:7]=1.FC(F)(F)C(O)=O.ClCCl. The catalyst is CO. The product is [Br:1][C:2]1[CH:3]=[C:4]([CH2:8][NH2:9])[CH:5]=[N:6][CH:7]=1. The yield is 0.880. (4) The reactants are [NH2:1][C:2]1[CH:3]=[C:4]([CH:20]=[CH:21][CH:22]=1)[O:5][C:6]1[CH:7]=[CH:8][C:9]2[N:10]([CH:12]=[C:13]([C:15]([O:17][CH2:18][CH3:19])=[O:16])[N:14]=2)[N:11]=1.[F:23][C:24]([F:35])([F:34])[C:25]1[CH:26]=[C:27]([CH:31]=[CH:32][CH:33]=1)[C:28](O)=[O:29].ON1C2C=CC=CC=2N=N1.Cl.C(N=C=NCCCN(C)C)C. The catalyst is CN(C)C=O. The product is [F:23][C:24]([F:34])([F:35])[C:25]1[CH:26]=[C:27]([CH:31]=[CH:32][CH:33]=1)[C:28]([NH:1][C:2]1[CH:3]=[C:4]([CH:20]=[CH:21][CH:22]=1)[O:5][C:6]1[CH:7]=[CH:8][C:9]2[N:10]([CH:12]=[C:13]([C:15]([O:17][CH2:18][CH3:19])=[O:16])[N:14]=2)[N:11]=1)=[O:29]. The yield is 0.900. (5) The reactants are [Br:1][C:2]1[C:10]2[O:9][C:8]([CH3:12])([CH3:11])[CH:7](O)[C:6]=2[C:5]([CH3:14])=[C:4]([NH:15][C:16](=[O:22])[O:17][C:18]([CH3:21])([CH3:20])[CH3:19])[C:3]=1[CH3:23].[CH3:24][NH:25][CH3:26]. The catalyst is C(OCC)(=O)C.CCCCCC. The product is [Br:1][C:2]1[C:10]2[O:9][C:8]([CH3:12])([CH3:11])[CH:7]([N:25]([CH3:26])[CH3:24])[C:6]=2[C:5]([CH3:14])=[C:4]([NH:15][C:16](=[O:22])[O:17][C:18]([CH3:21])([CH3:20])[CH3:19])[C:3]=1[CH3:23]. The yield is 0.890. (6) The reactants are [CH2:1]([O:3][C:4](=[O:17])/[CH:5]=[CH:6]/[C:7]1[CH:12]=[CH:11][N:10]=[C:9]([C:13]([F:16])([F:15])[F:14])[CH:8]=1)[CH3:2].[Br-].[CH2:19]([S+]1CCCC1)[C:20]1[CH:25]=[CH:24][CH:23]=[CH:22][CH:21]=1. No catalyst specified. The product is [CH2:1]([O:3][C:4]([C@H:5]1[C@H:6]([C:7]2[CH:12]=[CH:11][N:10]=[C:9]([C:13]([F:14])([F:15])[F:16])[CH:8]=2)[C@H:19]1[C:20]1[CH:25]=[CH:24][CH:23]=[CH:22][CH:21]=1)=[O:17])[CH3:2]. The yield is 1.00.